This data is from Full USPTO retrosynthesis dataset with 1.9M reactions from patents (1976-2016). The task is: Predict the reactants needed to synthesize the given product. Given the product [CH3:17][S:16][C:13]1[N:14]=[CH:15][C:10]2[C:9]3[CH:8]=[CH:7][C:6]([C:18]([O:20][CH3:21])=[O:19])=[CH:5][C:4]=3[N:3]=[C:2]([NH:22][C:23]3[CH:28]=[CH:27][CH:26]=[CH:25][CH:24]=3)[C:11]=2[N:12]=1, predict the reactants needed to synthesize it. The reactants are: Cl[C:2]1[C:11]2[N:12]=[C:13]([S:16][CH3:17])[N:14]=[CH:15][C:10]=2[C:9]2[CH:8]=[CH:7][C:6]([C:18]([O:20][CH3:21])=[O:19])=[CH:5][C:4]=2[N:3]=1.[NH2:22][C:23]1[CH:28]=[CH:27][CH:26]=[CH:25][CH:24]=1.O.